Task: Predict the reactants needed to synthesize the given product.. Dataset: Full USPTO retrosynthesis dataset with 1.9M reactions from patents (1976-2016) (1) Given the product [CH3:1][O:2][C:3]([C:5]1[CH:13]=[C:12]2[C:8]([C:9]([CH2:14][NH:26][C:25]3[CH:24]=[CH:23][C:22]([N:19]4[CH2:20][CH2:21][O:16][CH2:17][CH2:18]4)=[CH:28][CH:27]=3)=[CH:10][NH:11]2)=[CH:7][CH:6]=1)=[O:4], predict the reactants needed to synthesize it. The reactants are: [CH3:1][O:2][C:3]([C:5]1[CH:13]=[C:12]2[C:8]([C:9]([CH:14]=O)=[CH:10][NH:11]2)=[CH:7][CH:6]=1)=[O:4].[O:16]1[CH2:21][CH2:20][N:19]([C:22]2[CH:28]=[CH:27][C:25]([NH2:26])=[CH:24][CH:23]=2)[CH2:18][CH2:17]1.C([Sn](Cl)(Cl)CCCC)CCC.C1([SiH3])C=CC=CC=1. (2) Given the product [Cl:16][C:17]1[CH:23]=[CH:22][C:20](/[N:21]=[CH:9]/[C:8]2[CH:11]=[CH:12][C:5]([S:2]([CH3:1])(=[O:4])=[O:3])=[CH:6][C:7]=2[N+:13]([O-:15])=[O:14])=[CH:19][CH:18]=1, predict the reactants needed to synthesize it. The reactants are: [CH3:1][S:2]([C:5]1[CH:12]=[CH:11][C:8]([CH:9]=O)=[C:7]([N+:13]([O-:15])=[O:14])[CH:6]=1)(=[O:4])=[O:3].[Cl:16][C:17]1[CH:23]=[CH:22][C:20]([NH2:21])=[CH:19][CH:18]=1. (3) Given the product [CH2:1]([O:4][C:5](=[O:34])[CH2:6][CH2:7][CH2:8][O:9][C:10]1[CH:11]=[CH:12][C:13]2[C:26](=[O:27])[C:25]([Br:44])=[C:24]3[C:15](=[N:16][C:17]4[C:22]([O:23]3)=[CH:21][C:20]([N:28]([CH2:29][CH3:30])[CH2:31][CH3:32])=[CH:19][CH:18]=4)[C:14]=2[CH:33]=1)[CH:2]=[CH2:3], predict the reactants needed to synthesize it. The reactants are: [CH2:1]([O:4][C:5](=[O:34])[CH2:6][CH2:7][CH2:8][O:9][C:10]1[CH:11]=[CH:12][C:13]2[C:26](=[O:27])[CH:25]=[C:24]3[C:15](=[N:16][C:17]4[C:22]([O:23]3)=[CH:21][C:20]([N:28]([CH2:31][CH3:32])[CH2:29][CH3:30])=[CH:19][CH:18]=4)[C:14]=2[CH:33]=1)[CH:2]=[CH2:3].C(N(C(C)C)C(C)C)C.[Br:44]COC(=O)C. (4) Given the product [F:38][C:7]1[CH:6]=[C:5]([C:8]2[C:9]([NH2:37])=[N:10][CH:11]=[N:12][C:13]=2[N:14]2[CH2:15][CH2:16][CH:17]([C:20]3[N:21]([CH3:36])[CH:22]=[C:23]([C:25]4[CH:30]=[CH:29][C:28]([F:31])=[C:27]([C:32]([F:34])([F:33])[F:35])[CH:26]=4)[N:24]=3)[CH2:18][CH2:19]2)[CH:4]=[CH:3][C:2]=1[F:1], predict the reactants needed to synthesize it. The reactants are: [F:1][C:2]1[CH:7]=[CH:6][C:5]([C:8]2[C:9]([NH2:37])=[N:10][CH:11]=[N:12][C:13]=2[N:14]2[CH2:19][CH2:18][CH:17]([C:20]3[N:21]([CH3:36])[CH:22]=[C:23]([C:25]4[CH:30]=[CH:29][C:28]([F:31])=[C:27]([C:32]([F:35])([F:34])[F:33])[CH:26]=4)[N:24]=3)[CH2:16][CH2:15]2)=[CH:4][CH:3]=1.[F:38]C1C=C(B(O)O)C=CC=1F. (5) Given the product [Cl:1][C:2]1[CH:3]=[C:4]([N:9]2[C:13]([C:14]3[CH:15]=[N:16][CH:17]=[C:18]([O:20][CH:21]([F:22])[F:23])[CH:19]=3)=[CH:12][C:11]([C:24]([N:48]3[CH2:52][C:51](=[O:53])[NH:50][CH2:49]3)=[O:25])=[N:10]2)[CH:5]=[CH:6][C:7]=1[F:8], predict the reactants needed to synthesize it. The reactants are: [Cl:1][C:2]1[CH:3]=[C:4]([N:9]2[C:13]([C:14]3[CH:15]=[N:16][CH:17]=[C:18]([O:20][CH:21]([F:23])[F:22])[CH:19]=3)=[CH:12][C:11]([C:24](O)=[O:25])=[N:10]2)[CH:5]=[CH:6][C:7]=1[F:8].ClC1C=C(C2N(C3C=CC=CN=3)N=C(C([N:48]3[CH2:52][C:51](=[O:53])[NH:50][CH2:49]3)=O)C=2)C=C(F)C=1.Cl.N1C=CNC1=O.